From a dataset of TCR-epitope binding with 47,182 pairs between 192 epitopes and 23,139 TCRs. Binary Classification. Given a T-cell receptor sequence (or CDR3 region) and an epitope sequence, predict whether binding occurs between them. The epitope is HTTDPSFLGRY. The TCR CDR3 sequence is CASSRGARGNQPQHF. Result: 0 (the TCR does not bind to the epitope).